This data is from NCI-60 drug combinations with 297,098 pairs across 59 cell lines. The task is: Regression. Given two drug SMILES strings and cell line genomic features, predict the synergy score measuring deviation from expected non-interaction effect. (1) Drug 1: C1=CC(=CC=C1CCCC(=O)O)N(CCCl)CCCl. Drug 2: C1C(C(OC1N2C=NC3=C2NC=NCC3O)CO)O. Cell line: SF-295. Synergy scores: CSS=29.7, Synergy_ZIP=-6.56, Synergy_Bliss=-7.67, Synergy_Loewe=-8.21, Synergy_HSA=-6.53. (2) Drug 1: C1=CC(=CC=C1CCC2=CNC3=C2C(=O)NC(=N3)N)C(=O)NC(CCC(=O)O)C(=O)O. Drug 2: C(=O)(N)NO. Cell line: OVCAR-8. Synergy scores: CSS=45.9, Synergy_ZIP=10.8, Synergy_Bliss=11.5, Synergy_Loewe=4.97, Synergy_HSA=14.2. (3) Drug 1: CC1=C(C(=O)C2=C(C1=O)N3CC4C(C3(C2COC(=O)N)OC)N4)N. Drug 2: C1CNP(=O)(OC1)N(CCCl)CCCl. Cell line: COLO 205. Synergy scores: CSS=27.3, Synergy_ZIP=-0.243, Synergy_Bliss=-2.07, Synergy_Loewe=-19.5, Synergy_HSA=-0.972.